Dataset: Full USPTO retrosynthesis dataset with 1.9M reactions from patents (1976-2016). Task: Predict the reactants needed to synthesize the given product. (1) Given the product [F:1][C:2]1[CH:3]=[C:4]([N:10]2[CH2:14][C@H:13]([CH2:15][NH:16][C:17](=[O:19])[CH3:18])[O:12][C:11]2=[O:20])[CH:5]=[CH:6][C:7]=1[N:8]1[CH:30]=[C:27]([C:26]2[CH:25]=[CH:24][N:23]=[CH:22][CH:21]=2)[CH:28]=[N:9]1, predict the reactants needed to synthesize it. The reactants are: [F:1][C:2]1[CH:3]=[C:4]([N:10]2[CH2:14][C@H:13]([CH2:15][NH:16][C:17](=[O:19])[CH3:18])[O:12][C:11]2=[O:20])[CH:5]=[CH:6][C:7]=1[NH:8][NH2:9].[CH:21]1[C:26]([CH:27]([CH:30]=O)[CH:28]=O)=[CH:25][CH:24]=[N:23][CH:22]=1. (2) Given the product [F:34][C:29]1[CH:30]=[CH:31][CH:32]=[CH:33][C:28]=1[C@@H:17]([NH:16][C:11]1[O:12][C:13]([CH3:14])([CH3:15])[C:8]([CH3:37])([C:4]2[CH:5]=[CH:6][CH:7]=[C:2]([C:42]3[CH:43]=[N:38][CH:39]=[N:40][CH:41]=3)[CH:3]=2)[S:9](=[O:36])(=[O:35])[N:10]=1)[CH2:18][CH2:19][OH:20], predict the reactants needed to synthesize it. The reactants are: Br[C:2]1[CH:3]=[C:4]([C:8]2([CH3:37])[C:13]([CH3:15])([CH3:14])[O:12][C:11]([NH:16][C@H:17]([C:28]3[CH:33]=[CH:32][CH:31]=[CH:30][C:29]=3[F:34])[CH2:18][CH2:19][O:20][Si](C(C)(C)C)(C)C)=[N:10][S:9]2(=[O:36])=[O:35])[CH:5]=[CH:6][CH:7]=1.[N:38]1[CH:43]=[C:42](B(O)O)[CH:41]=[N:40][CH:39]=1.C(=O)([O-])[O-].[Cs+].[Cs+].